This data is from Reaction yield outcomes from USPTO patents with 853,638 reactions. The task is: Predict the reaction yield, written as a fraction of the theoretical maximum amount of product (1.0 means a 100% yield; for example, 0.34 means a 34% yield). (1) The reactants are [H-].[Na+].CCOP(OCC)([CH2:8][C:9]#[N:10])=O.[O:14]1[C:22]2[C:17](=[CH:18][CH:19]=[CH:20][CH:21]=2)[C:16](=O)[CH2:15]1. The catalyst is C1COCC1.CCOC(C)=O.O. The product is [O:14]1[C:22]2[CH:21]=[CH:20][CH:19]=[CH:18][C:17]=2[C:16]([CH2:8][C:9]#[N:10])=[CH:15]1. The yield is 0.910. (2) The reactants are [OH:1][C:2]1[CH:7]=[CH:6][C:5]([S:8][C:9]2[CH:14]=[CH:13][C:12]([NH:15][C:16]([C:18]3[O:19][CH:20]=[CH:21][CH:22]=3)=[O:17])=[CH:11][C:10]=2[N+:23]([O-])=O)=[CH:4][CH:3]=1.[NH4+].[Cl-]. The catalyst is [Fe]. The product is [NH2:23][C:10]1[CH:11]=[C:12]([NH:15][C:16]([C:18]2[O:19][CH:20]=[CH:21][CH:22]=2)=[O:17])[CH:13]=[CH:14][C:9]=1[S:8][C:5]1[CH:4]=[CH:3][C:2]([OH:1])=[CH:7][CH:6]=1. The yield is 0.900. (3) The reactants are Br[C:2]1[C:3]([Cl:15])=[C:4]2[C:8](=[C:9]([O:11][CH3:12])[CH:10]=1)[NH:7][C:6](=[O:13])[C:5]2=[O:14].[F:16][C:17]1[CH:22]=[CH:21][C:20](B(O)O)=[CH:19][CH:18]=1.C(=O)([O-])[O-].[K+].[K+].O1CCOCC1. The catalyst is C1(P([C-]2C=CC=C2)C2C=CC=CC=2)C=CC=CC=1.[C-]1(P(C2C=CC=CC=2)C2C=CC=CC=2)C=CC=C1.[Fe+2].[Pd](Cl)Cl.O. The product is [Cl:15][C:3]1[C:2]([C:20]2[CH:21]=[CH:22][C:17]([F:16])=[CH:18][CH:19]=2)=[CH:10][C:9]([O:11][CH3:12])=[C:8]2[C:4]=1[C:5](=[O:14])[C:6](=[O:13])[NH:7]2. The yield is 0.380. (4) The reactants are [CH3:1][CH:2]1[CH2:6][CH2:5][CH2:4][N:3]1[C:7]1[N:12]=[C:11]([NH:13][C:14]2[C:15]3[N:16]([CH:27]=[CH:28][N:29]=3)[N:17]=[C:18]([C:20]3[CH:21]=[C:22]([OH:26])[CH:23]=[CH:24][CH:25]=3)[CH:19]=2)[CH:10]=[CH:9][CH:8]=1.C([O-])([O-])=O.[K+].[K+].CS(O[CH2:41][CH2:42][N:43]1[CH2:48][CH2:47][CH2:46][CH2:45][CH2:44]1)(=O)=O.O. The catalyst is CN(C=O)C. The product is [CH3:1][CH:2]1[CH2:6][CH2:5][CH2:4][N:3]1[C:7]1[N:12]=[C:11]([NH:13][C:14]2[C:15]3[N:16]([CH:27]=[CH:28][N:29]=3)[N:17]=[C:18]([C:20]3[CH:25]=[CH:24][CH:23]=[C:22]([O:26][CH2:41][CH2:42][N:43]4[CH2:48][CH2:47][CH2:46][CH2:45][CH2:44]4)[CH:21]=3)[CH:19]=2)[CH:10]=[CH:9][CH:8]=1. The yield is 0.400. (5) The reactants are [F:1][CH:2]([F:35])[C:3]1[CH:8]=[CH:7][CH:6]=[CH:5][C:4]=1[C:9]1[S:13][C:12]2[CH:14]=[C:15]([OH:18])[CH:16]=[CH:17][C:11]=2[C:10]=1[O:19][C:20]1[CH:25]=[CH:24][C:23](/[CH:26]=[CH:27]/[C:28]([O:30]C(C)(C)C)=[O:29])=[CH:22][CH:21]=1.Cl. The catalyst is O1CCOCC1. The product is [F:35][CH:2]([F:1])[C:3]1[CH:8]=[CH:7][CH:6]=[CH:5][C:4]=1[C:9]1[S:13][C:12]2[CH:14]=[C:15]([OH:18])[CH:16]=[CH:17][C:11]=2[C:10]=1[O:19][C:20]1[CH:25]=[CH:24][C:23](/[CH:26]=[CH:27]/[C:28]([OH:30])=[O:29])=[CH:22][CH:21]=1. The yield is 0.190.